Dataset: Forward reaction prediction with 1.9M reactions from USPTO patents (1976-2016). Task: Predict the product of the given reaction. (1) The product is: [NH2:1][C:2]1[C:3]2[C:10]([C:11]3[CH:16]=[CH:15][C:14]([NH2:17])=[C:13]([O:25][CH3:26])[CH:12]=3)=[CH:9][N:8]([CH:27]3[CH2:32][CH2:31][C:30](=[O:33])[CH2:29][CH2:28]3)[C:4]=2[N:5]=[CH:6][N:7]=1. Given the reactants [NH2:1][C:2]1[C:3]2[C:10]([C:11]3[CH:16]=[CH:15][C:14]([NH:17]C(=O)OC(C)(C)C)=[C:13]([O:25][CH3:26])[CH:12]=3)=[CH:9][N:8]([CH:27]3[CH2:32][CH2:31][C:30](=[O:33])[CH2:29][CH2:28]3)[C:4]=2[N:5]=[CH:6][N:7]=1.Cl.[OH-].[Na+], predict the reaction product. (2) Given the reactants [CH3:1][C:2]1[CH:3]=[CH:4][C:5]([N:13]2[CH:17]=[N:16][N:15]=[N:14]2)=[C:6]([CH2:8][CH2:9][C:10]([OH:12])=[O:11])[CH:7]=1.[CH2:18](OC(OCC)C=C)[CH3:19].N(CCCC)(CCCC)CCCC, predict the reaction product. The product is: [CH2:18]([O:11][C:10](=[O:12])[CH2:9][CH2:8][C:6]1[CH:7]=[C:2]([CH3:1])[CH:3]=[CH:4][C:5]=1[N:13]1[CH:17]=[N:16][N:15]=[N:14]1)[CH3:19].